From a dataset of Reaction yield outcomes from USPTO patents with 853,638 reactions. Predict the reaction yield, written as a fraction of the theoretical maximum amount of product (1.0 means a 100% yield; for example, 0.34 means a 34% yield). The reactants are [CH2:1]([C:3]1[NH:4][C:5](=[O:27])[C:6]([CH2:12][C:13]2[CH:18]=[CH:17][C:16]([C:19]3[C:20]([C:25]#[N:26])=[CH:21][CH:22]=[CH:23][CH:24]=3)=[CH:15][CH:14]=2)=[C:7]([CH2:9][CH2:10][CH3:11])[N:8]=1)[CH3:2].[CH:28]([O:31][C:32]1[N:37]=[CH:36][C:35](B(O)O)=[CH:34][CH:33]=1)([CH3:30])[CH3:29].C(N(CC)CC)C.N1C=CC=CC=1. The catalyst is ClCCl.C(OCC)(=O)C.C([O-])(=O)C.[Cu+2].C([O-])(=O)C. The product is [CH2:1]([C:3]1[N:4]([C:35]2[CH:36]=[N:37][C:32]([O:31][CH:28]([CH3:30])[CH3:29])=[CH:33][CH:34]=2)[C:5](=[O:27])[C:6]([CH2:12][C:13]2[CH:18]=[CH:17][C:16]([C:19]3[C:20]([C:25]#[N:26])=[CH:21][CH:22]=[CH:23][CH:24]=3)=[CH:15][CH:14]=2)=[C:7]([CH2:9][CH2:10][CH3:11])[N:8]=1)[CH3:2]. The yield is 0.560.